This data is from Peptide-MHC class II binding affinity with 134,281 pairs from IEDB. The task is: Regression. Given a peptide amino acid sequence and an MHC pseudo amino acid sequence, predict their binding affinity value. This is MHC class II binding data. (1) The peptide sequence is ERGYVKLEGRVIDLG. The MHC is HLA-DQA10201-DQB10402 with pseudo-sequence HLA-DQA10201-DQB10402. The binding affinity (normalized) is 0. (2) The peptide sequence is KKSAHGSPTFWMGSH. The MHC is DRB3_0101 with pseudo-sequence DRB3_0101. The binding affinity (normalized) is 0.306. (3) The peptide sequence is TESHVKISRTIYRGVSP. The MHC is DRB1_0101 with pseudo-sequence DRB1_0101. The binding affinity (normalized) is 0.374. (4) The peptide sequence is VAFRAGLVMEAGSKVT. The MHC is DRB5_0101 with pseudo-sequence DRB5_0101. The binding affinity (normalized) is 0.517. (5) The peptide sequence is MENRWQVMIVWQVDR. The MHC is DRB1_1001 with pseudo-sequence DRB1_1001. The binding affinity (normalized) is 0.619. (6) The peptide sequence is AEHQAIVRDVLAASD. The MHC is DRB1_0901 with pseudo-sequence DRB1_0901. The binding affinity (normalized) is 0.200. (7) The peptide sequence is NAAYNAADHAAPEDK. The MHC is DRB1_1501 with pseudo-sequence DRB1_1501. The binding affinity (normalized) is 0.175.